From a dataset of Reaction yield outcomes from USPTO patents with 853,638 reactions. Predict the reaction yield, written as a fraction of the theoretical maximum amount of product (1.0 means a 100% yield; for example, 0.34 means a 34% yield). The reactants are [Br:1][C:2]1[CH:10]=[CH:9][C:5]([C:6]([OH:8])=[O:7])=[C:4]([CH3:11])[CH:3]=1.S(=O)(=O)(O)O.[CH3:17]O. No catalyst specified. The product is [Br:1][C:2]1[CH:10]=[CH:9][C:5]([C:6]([O:8][CH3:17])=[O:7])=[C:4]([CH3:11])[CH:3]=1. The yield is 0.780.